Dataset: Full USPTO retrosynthesis dataset with 1.9M reactions from patents (1976-2016). Task: Predict the reactants needed to synthesize the given product. (1) Given the product [CH3:36][C:37]([CH3:43])([CH3:42])[CH2:38][C:39]([N:15]1[C:10]2([CH2:8][CH:9]2[CH2:16][NH:17][C:18]([C:20]2[NH:28][C:27]3[CH:26]=[CH:25][N:24]=[CH:23][C:22]=3[CH:21]=2)=[O:19])[CH2:11][CH2:12][CH2:13][CH2:14]1)=[O:40], predict the reactants needed to synthesize it. The reactants are: FC(F)(F)C(O)=O.[CH2:8]1[C:10]2([NH:15][CH2:14][CH2:13][CH2:12][CH2:11]2)[CH:9]1[CH2:16][NH:17][C:18]([C:20]1[NH:28][C:27]2[CH:26]=[CH:25][N:24]=[CH:23][C:22]=2[CH:21]=1)=[O:19].C(N(CC)CC)C.[CH3:36][C:37]([CH3:43])([CH3:42])[CH2:38][C:39](Cl)=[O:40]. (2) Given the product [CH2:21]([O:28][C:29]([NH:1][CH2:2][CH2:3][C:4]1[CH:9]=[CH:8][C:7]([CH2:10][C:11]2[C:12](=[O:19])[NH:13][NH:14][C:15]=2[CH:16]([CH3:17])[CH3:18])=[C:6]([CH3:20])[CH:5]=1)=[O:30])[C:22]1[CH:27]=[CH:26][CH:25]=[CH:24][CH:23]=1, predict the reactants needed to synthesize it. The reactants are: [NH2:1][CH2:2][CH2:3][C:4]1[CH:9]=[CH:8][C:7]([CH2:10][C:11]2[C:12](=[O:19])[NH:13][NH:14][C:15]=2[CH:16]([CH3:18])[CH3:17])=[C:6]([CH3:20])[CH:5]=1.[CH2:21]([O:28][C:29](ON1C(=O)CCC1=O)=[O:30])[C:22]1[CH:27]=[CH:26][CH:25]=[CH:24][CH:23]=1.O. (3) Given the product [F:33][C:20]1[CH:21]=[C:22]([C:25]2[C:26]([C:31]#[N:32])=[CH:27][CH:28]=[CH:29][CH:30]=2)[CH:23]=[CH:24][C:19]=1[CH2:18][C:15]1[C:16](=[O:17])[N:11]([C@H:8]2[CH2:9][CH2:10][C@H:5]([OH:4])[CH2:6][CH2:7]2)[C:12]2[N:13]([N:37]=[CH:38][N:39]=2)[C:14]=1[CH2:34][CH2:35][CH3:36], predict the reactants needed to synthesize it. The reactants are: O1[C:5]2([CH2:10][CH2:9][CH:8]([N:11]3[C:16](=[O:17])[C:15]([CH2:18][C:19]4[CH:24]=[CH:23][C:22]([C:25]5[C:26]([C:31]#[N:32])=[CH:27][CH:28]=[CH:29][CH:30]=5)=[CH:21][C:20]=4[F:33])=[C:14]([CH2:34][CH2:35][CH3:36])[N:13]4[N:37]=[CH:38][N:39]=[C:12]34)[CH2:7][CH2:6]2)[O:4]CC1.Cl.[BH4-].[Na+].[Cl-].[NH4+]. (4) Given the product [C:23]([O:25][C:1](=[O:19])[CH2:2][CH2:3][CH2:4][CH2:5][CH2:6]/[CH:7]=[CH:8]\[CH2:9]/[CH:10]=[CH:11]\[CH2:12][CH2:13][CH2:14][CH2:15][CH3:16])(=[O:24])[CH2:22][CH2:26][CH2:13][CH2:12][CH2:11]/[CH:10]=[CH:9]\[CH2:8]/[CH:7]=[CH:6]\[CH2:5][CH2:4][CH2:3][CH2:2][CH3:1], predict the reactants needed to synthesize it. The reactants are: [C:1](Cl)(=[O:19])[CH2:2][CH2:3][CH2:4][CH2:5][CH2:6][CH2:7][CH2:8]/[CH:9]=[CH:10]\[CH2:11]/[CH:12]=[CH:13]\[CH2:14][CH2:15][CH2:16]CC.N[CH:22]([CH3:26])[C:23]([O-:25])=[O:24].[NH4+]. (5) Given the product [CH3:46][O:45][C:43](=[O:44])[C:41]1[CH:40]=[CH:39][C:38]([C:47]#[N:48])=[C:37]([C:2]2[C:7]([O:8][CH3:9])=[N:6][CH:5]=[C:4]3[N:10]([CH2:13][O:14][CH2:15][CH2:16][Si:17]([CH3:20])([CH3:19])[CH3:18])[CH:11]=[CH:12][C:3]=23)[CH:42]=1, predict the reactants needed to synthesize it. The reactants are: Br[C:2]1[C:7]([O:8][CH3:9])=[N:6][CH:5]=[C:4]2[N:10]([CH2:13][O:14][CH2:15][CH2:16][Si:17]([CH3:20])([CH3:19])[CH3:18])[CH:11]=[CH:12][C:3]=12.C(OC(N1C2=CN=CC([C:37]3[CH:42]=[C:41]([C:43]([O:45][CH3:46])=[O:44])[CH:40]=[CH:39][C:38]=3[C:47]#[N:48])=C2C=C1)=O)(C)(C)C.P([O-])([O-])([O-])=O.[K+].[K+].[K+].O1CCOCC1.